Dataset: Catalyst prediction with 721,799 reactions and 888 catalyst types from USPTO. Task: Predict which catalyst facilitates the given reaction. (1) Reactant: [Br:1][C:2]1[CH:7]=[CH:6][C:5]([S:8](Cl)(=[O:10])=[O:9])=[CH:4][C:3]=1[F:12].[CH2:13]([NH:15][CH2:16][CH3:17])[CH3:14]. Product: [Br:1][C:2]1[CH:7]=[CH:6][C:5]([S:8]([N:15]([CH2:16][CH3:17])[CH2:13][CH3:14])(=[O:10])=[O:9])=[CH:4][C:3]=1[F:12]. The catalyst class is: 4. (2) Reactant: [F:1][C:2]1[C:11]2[C:6](=[CH:7][CH:8]=[CH:9][CH:10]=2)[CH:5]=[N:4][CH:3]=1.[N+:12]([O-])([O-:14])=[O:13].[K+]. Product: [F:1][C:2]1[C:11]2[C:6](=[CH:7][CH:8]=[CH:9][C:10]=2[N+:12]([O-:14])=[O:13])[CH:5]=[N:4][CH:3]=1. The catalyst class is: 65. (3) Reactant: [CH3:1][S:2](Cl)(=[O:4])=[O:3].[OH:6][CH2:7][CH2:8][O:9][CH2:10][CH2:11][O:12][CH2:13][CH2:14][O:15][C:16]1[CH:21]=[CH:20][C:19]([C:22]2[CH:23]=[C:24]3[C:29](=[CH:30][CH:31]=2)[CH:28]=[C:27]([N:32]([CH3:40])[C:33](=[O:39])[O:34][C:35]([CH3:38])([CH3:37])[CH3:36])[CH:26]=[CH:25]3)=[CH:18][CH:17]=1.C(N(CC)CC)C. Product: [CH3:1][S:2]([O:6][CH2:7][CH2:8][O:9][CH2:10][CH2:11][O:12][CH2:13][CH2:14][O:15][C:16]1[CH:21]=[CH:20][C:19]([C:22]2[CH:31]=[CH:30][C:29]3[C:24](=[CH:25][CH:26]=[C:27]([N:32]([C:33]([O:34][C:35]([CH3:36])([CH3:37])[CH3:38])=[O:39])[CH3:40])[CH:28]=3)[CH:23]=2)=[CH:18][CH:17]=1)(=[O:4])=[O:3]. The catalyst class is: 4. (4) Reactant: [NH2:1][C:2]1[C:3]([OH:13])=[C:4]([S:9]([NH2:12])(=[O:11])=[O:10])[C:5]([Cl:8])=[CH:6][CH:7]=1.[CH2:14]([N:22]=[C:23]=[O:24])[CH2:15][C:16]1[CH:21]=[CH:20][CH:19]=[CH:18][CH:17]=1. Product: [NH2:12][S:9]([C:4]1[C:3]([OH:13])=[C:2]([NH:1][C:23]([NH:22][CH2:14][CH2:15][C:16]2[CH:21]=[CH:20][CH:19]=[CH:18][CH:17]=2)=[O:24])[CH:7]=[CH:6][C:5]=1[Cl:8])(=[O:11])=[O:10]. The catalyst class is: 42. (5) Reactant: C1COCC1.[C:6]([N:13]([C:21]1[C:25]2[CH:26]=[C:27]([CH2:30]Br)[CH:28]=[CH:29][C:24]=2[O:23][N:22]=1)[C:14]([O:16][C:17]([CH3:20])([CH3:19])[CH3:18])=[O:15])([O:8][C:9]([CH3:12])([CH3:11])[CH3:10])=[O:7].[F:32][C:33]1[C:38]([F:39])=[CH:37][C:36]([C:40]2[CH:45]=[CH:44][C:43]([OH:46])=[CH:42][CH:41]=2)=[C:35]([O:47][CH3:48])[CH:34]=1.C(=O)([O-])[O-].[K+].[K+]. The catalyst class is: 3. Product: [C:6]([N:13]([C:21]1[C:25]2[CH:26]=[C:27]([CH2:30][O:46][C:43]3[CH:42]=[CH:41][C:40]([C:36]4[CH:37]=[C:38]([F:39])[C:33]([F:32])=[CH:34][C:35]=4[O:47][CH3:48])=[CH:45][CH:44]=3)[CH:28]=[CH:29][C:24]=2[O:23][N:22]=1)[C:14]([O:16][C:17]([CH3:20])([CH3:19])[CH3:18])=[O:15])([O:8][C:9]([CH3:12])([CH3:11])[CH3:10])=[O:7]. (6) Reactant: [C:1]([C:3]1[CH:8]=[CH:7][C:6]([F:9])=[CH:5][C:4]=1[CH2:10][C:11]([NH2:13])=[O:12])#[CH:2].Cl[C:15]1[C:20]([C:21]([F:24])([F:23])[F:22])=[CH:19][N:18]=[C:17]([NH:25][C:26]2[CH:31]=[CH:30][C:29]([CH:32]3[CH2:37][CH2:36][N:35]([C:38]([O:40][C:41]([CH3:44])([CH3:43])[CH3:42])=[O:39])[CH2:34][CH2:33]3)=[CH:28][CH:27]=2)[N:16]=1.F[B-](F)(F)F.CCN(CC)CC. Product: [NH2:13][C:11](=[O:12])[CH2:10][C:4]1[CH:5]=[C:6]([F:9])[CH:7]=[CH:8][C:3]=1[C:1]#[C:2][C:19]1[C:20]([C:21]([F:22])([F:23])[F:24])=[CH:15][N:16]=[C:17]([NH:25][C:26]2[CH:31]=[CH:30][C:29]([CH:32]3[CH2:33][CH2:34][N:35]([C:38]([O:40][C:41]([CH3:44])([CH3:43])[CH3:42])=[O:39])[CH2:36][CH2:37]3)=[CH:28][CH:27]=2)[N:18]=1. The catalyst class is: 538. (7) Reactant: [OH-].[Na+].[F:3][C:4]1[CH:5]=[C:6]([CH:11]=[CH:12][C:13]=1[CH2:14][C:15]1[CH:20]=[CH:19][CH:18]=[C:17]([F:21])[CH:16]=1)[C:7]([O:9]C)=[O:8].Cl. Product: [F:3][C:4]1[CH:5]=[C:6]([CH:11]=[CH:12][C:13]=1[CH2:14][C:15]1[CH:20]=[CH:19][CH:18]=[C:17]([F:21])[CH:16]=1)[C:7]([OH:9])=[O:8]. The catalyst class is: 8.